Dataset: Reaction yield outcomes from USPTO patents with 853,638 reactions. Task: Predict the reaction yield, written as a fraction of the theoretical maximum amount of product (1.0 means a 100% yield; for example, 0.34 means a 34% yield). The reactants are [CH2:1]([C:3]([C:21]1[S:25][C:24]([C:26]([OH:28])=O)=[C:23]([CH3:29])[CH:22]=1)([C:6]1[CH:11]=[CH:10][C:9]([O:12][CH2:13][C:14]([CH2:18][CH3:19])([OH:17])[CH2:15][CH3:16])=[C:8]([CH3:20])[CH:7]=1)[CH2:4][CH3:5])[CH3:2].Cl.[CH3:31][O:32][C:33](=[O:36])[CH2:34][NH2:35]. The catalyst is CN(C=O)C. The product is [CH3:31][O:32][C:33](=[O:36])[CH2:34][NH:35][C:26]([C:24]1[S:25][C:21]([C:3]([CH2:1][CH3:2])([C:6]2[CH:11]=[CH:10][C:9]([O:12][CH2:13][C:14]([CH2:18][CH3:19])([OH:17])[CH2:15][CH3:16])=[C:8]([CH3:20])[CH:7]=2)[CH2:4][CH3:5])=[CH:22][C:23]=1[CH3:29])=[O:28]. The yield is 0.970.